This data is from Full USPTO retrosynthesis dataset with 1.9M reactions from patents (1976-2016). The task is: Predict the reactants needed to synthesize the given product. (1) Given the product [Br:1][C:2]1[CH:3]=[CH:4][C:5]([N:8]2[CH2:12][CH2:11][CH:10]([NH2:13])[CH2:9]2)=[N:6][CH:7]=1, predict the reactants needed to synthesize it. The reactants are: [Br:1][C:2]1[CH:3]=[CH:4][C:5]([N:8]2[CH2:12][CH2:11][CH:10]([N:13](C)C)[CH2:9]2)=[N:6][CH:7]=1.CS(OC1CCN(C2C=CC(Br)=CN=2)C1)(=O)=O.N.CCN(C(C)C)C(C)C. (2) The reactants are: [ClH:1].C(N(CC)CCNC(C1C=CC2C(=CC=C(I)C=2)C=1)=O)C.[CH2:23]([N:25]([CH2:47][CH3:48])[CH2:26][CH2:27][NH:28][C:29]([C:31]1[C:44]2[NH:43][C:42]3[C:37](=[CH:38][C:39]([I:45])=[CH:40][CH:41]=3)[C:36](=[O:46])[C:35]=2[CH:34]=[CH:33][CH:32]=1)=[O:30])[CH3:24].[K+].[Br-]. Given the product [ClH:1].[CH2:47]([N:25]([CH2:23][CH3:24])[CH2:26][CH2:27][NH:28][C:29]([C:31]1[C:44]2[NH:43][C:42]3[C:37](=[CH:38][C:39]([I:45])=[CH:40][CH:41]=3)[C:36](=[O:46])[C:35]=2[CH:34]=[CH:33][CH:32]=1)=[O:30])[CH3:48], predict the reactants needed to synthesize it. (3) Given the product [CH:1]1([C:4]2[N:5]([C:10]3[CH:15]=[CH:14][C:13]([F:16])=[CH:12][CH:11]=3)[CH:6]=[C:7]([C:25]#[C:24][C:22]3[CH:21]=[CH:20][N:19]=[C:18]([CH3:17])[CH:23]=3)[N:8]=2)[CH2:3][CH2:2]1, predict the reactants needed to synthesize it. The reactants are: [CH:1]1([C:4]2[N:5]([C:10]3[CH:15]=[CH:14][C:13]([F:16])=[CH:12][CH:11]=3)[CH:6]=[C:7](I)[N:8]=2)[CH2:3][CH2:2]1.[CH3:17][C:18]1[CH:23]=[C:22]([C:24]#[C:25][Si](C)(C)C)[CH:21]=[CH:20][N:19]=1.C(N(CC)CC)C.[F-].C([N+](CCCC)(CCCC)CCCC)CCC.